Predict which catalyst facilitates the given reaction. From a dataset of Catalyst prediction with 721,799 reactions and 888 catalyst types from USPTO. (1) Reactant: [Cl:1][C:2]1[CH:7]=[CH:6][C:5]([S:8](Cl)(=[O:10])=[O:9])=[CH:4][C:3]=1[N+:12]([O-:14])=[O:13].[NH4+:15].[OH-]. Product: [Cl:1][C:2]1[CH:7]=[CH:6][C:5]([S:8]([NH2:15])(=[O:10])=[O:9])=[CH:4][C:3]=1[N+:12]([O-:14])=[O:13]. The catalyst class is: 27. (2) Reactant: C(OC([N:8]1[CH2:12][C@@H:11]([CH2:13][N:14]([CH:31]([CH3:33])[CH3:32])[C:15](=[O:30])[C:16]2[CH:21]=[CH:20][C:19]([O:22][CH3:23])=[C:18]([O:24][CH2:25][CH2:26][CH2:27][O:28][CH3:29])[CH:17]=2)[C@H:10]([CH2:34][N:35]([C:37]([CH:39]2[CH2:41][CH2:40]2)=[O:38])[CH3:36])[CH2:9]1)=O)(C)(C)C.C(O)(C(F)(F)F)=O.C([O-])(O)=O.[Na+]. Product: [CH:39]1([C:37]([N:35]([CH2:34][C@@H:10]2[CH2:9][NH:8][CH2:12][C@H:11]2[CH2:13][N:14]([CH:31]([CH3:33])[CH3:32])[C:15](=[O:30])[C:16]2[CH:21]=[CH:20][C:19]([O:22][CH3:23])=[C:18]([O:24][CH2:25][CH2:26][CH2:27][O:28][CH3:29])[CH:17]=2)[CH3:36])=[O:38])[CH2:41][CH2:40]1. The catalyst class is: 2.